Dataset: Full USPTO retrosynthesis dataset with 1.9M reactions from patents (1976-2016). Task: Predict the reactants needed to synthesize the given product. (1) Given the product [F:24][CH:23]([F:25])[O:22][C:5]1[C:6]([O:20][CH3:21])=[C:7]([C:2]([C:40]2[CH:41]=[C:42]3[C:46](=[CH:47][CH:48]=2)[C:45](=[O:49])[NH:44][CH2:43]3)=[CH:3][CH:4]=1)[O:8][CH2:9][C:10]1[CH:15]=[CH:14][C:13]([S:16]([NH2:19])(=[O:18])=[O:17])=[CH:12][CH:11]=1, predict the reactants needed to synthesize it. The reactants are: Br[C:2]1[C:7]([O:8][CH2:9][C:10]2[CH:15]=[CH:14][C:13]([S:16]([NH2:19])(=[O:18])=[O:17])=[CH:12][CH:11]=2)=[C:6]([O:20][CH3:21])[C:5]([O:22][CH:23]([F:25])[F:24])=[CH:4][CH:3]=1.C(=O)([O-])[O-].[Cs+].[Cs+].CC1(C)C(C)(C)OB([C:40]2[CH:41]=[C:42]3[C:46](=[CH:47][CH:48]=2)[C:45](=[O:49])[NH:44][CH2:43]3)O1. (2) Given the product [F:24][C:25]1[CH:32]=[CH:31][C:30]([C:33]2[C:34]([CH3:47])=[N:35][C:36]([O:39][CH2:40][CH2:41][CH2:42][S:43]([CH3:46])(=[O:45])=[O:44])=[CH:37][CH:38]=2)=[CH:29][C:26]=1[CH2:27][NH:16][C:12]1[N:13]=[CH:14][C:15]2[CH:7]3[CH:6]([C:4]([O:3][CH2:1][CH3:2])=[O:5])[CH:8]3[CH2:9][C:10]=2[CH:11]=1, predict the reactants needed to synthesize it. The reactants are: [CH2:1]([O:3][C:4]([CH:6]1[CH:8]2[CH2:9][C:10]3[CH:11]=[C:12]([NH2:16])[N:13]=[CH:14][C:15]=3[CH:7]12)=[O:5])[CH3:2].C(N(CC)CC)C.[F:24][C:25]1[CH:32]=[CH:31][C:30]([C:33]2[C:34]([CH3:47])=[N:35][C:36]([O:39][CH2:40][CH2:41][CH2:42][S:43]([CH3:46])(=[O:45])=[O:44])=[CH:37][CH:38]=2)=[CH:29][C:26]=1[CH:27]=O. (3) Given the product [CH2:28]([C:30]1[N:31]([C:2]2[N:3]=[C:4]([N:22]3[CH2:27][CH2:26][O:25][CH2:24][CH2:23]3)[C:5]3[S:10][C:9]([CH2:11][N:12]4[CH2:17][CH2:16][CH:15]([C:18]([OH:21])([CH3:20])[CH3:19])[CH2:14][CH2:13]4)=[N:8][C:6]=3[N:7]=2)[C:32]2[CH:38]=[CH:37][CH:36]=[CH:35][C:33]=2[N:34]=1)[CH3:29], predict the reactants needed to synthesize it. The reactants are: Cl[C:2]1[N:3]=[C:4]([N:22]2[CH2:27][CH2:26][O:25][CH2:24][CH2:23]2)[C:5]2[S:10][C:9]([CH2:11][N:12]3[CH2:17][CH2:16][CH:15]([C:18]([OH:21])([CH3:20])[CH3:19])[CH2:14][CH2:13]3)=[N:8][C:6]=2[N:7]=1.[CH2:28]([C:30]1[NH:34][C:33]2[CH:35]=[CH:36][CH:37]=[CH:38][C:32]=2[N:31]=1)[CH3:29].CC(C1C=C(C(C)C)C(C2C=CC=CC=2P(C2CCCCC2)C2CCCCC2)=C(C(C)C)C=1)C.C(=O)([O-])[O-].[Cs+].[Cs+]. (4) Given the product [CH2:3]([C:2]1[N:15]([S:12]([C:6]2[CH:11]=[CH:10][CH:9]=[CH:8][CH:7]=2)(=[O:14])=[O:13])[C:19]2=[N:20][CH:21]=[CH:22][CH:23]=[C:18]2[CH:1]=1)[CH3:4], predict the reactants needed to synthesize it. The reactants are: [CH2:1]([Li])[CH2:2][CH2:3][CH3:4].[C:6]1([S:12]([N:15]2[C:19]3=[N:20][CH:21]=[CH:22][CH:23]=[C:18]3C=C2)(=[O:14])=[O:13])[CH:11]=[CH:10][CH:9]=[CH:8][CH:7]=1.ICC.[Cl-].[NH4+].